This data is from Reaction yield outcomes from USPTO patents with 853,638 reactions. The task is: Predict the reaction yield, written as a fraction of the theoretical maximum amount of product (1.0 means a 100% yield; for example, 0.34 means a 34% yield). (1) The reactants are CS[C:3](SC)=[C:4]1[C:13](=[O:14])[C:12]([CH2:19][CH2:20][CH2:21][CH3:22])([CH2:15][CH2:16][CH2:17][CH3:18])[C:11]2[C:6](=[CH:7][CH:8]=[CH:9][CH:10]=2)[C:5]1=[O:23].[NH2:26][C:27]1[S:28][CH:29]=[C:30]([CH2:36][O:37][CH2:38][O:39][CH3:40])[C:31]=1[S:32]([NH2:35])(=[O:34])=[O:33]. The catalyst is C1(C)C=CC=CC=1. The product is [CH2:15]([C:12]1([CH2:19][CH2:20][CH2:21][CH3:22])[C:11]2[C:6](=[CH:7][CH:8]=[CH:9][CH:10]=2)[C:5]([OH:23])=[C:4]([C:3]2[NH:26][C:27]3[S:28][CH:29]=[C:30]([CH2:36][O:37][CH2:38][O:39][CH3:40])[C:31]=3[S:32](=[O:33])(=[O:34])[N:35]=2)[C:13]1=[O:14])[CH2:16][CH2:17][CH3:18]. The yield is 0.580. (2) The reactants are [Cl:1][C:2]1[CH:7]=[CH:6][C:5]([CH:8]([C:15]2[CH:20]=[CH:19][CH:18]=[CH:17][CH:16]=2)[N:9]2[CH2:14][CH2:13][NH:12][CH2:11][CH2:10]2)=[CH:4][CH:3]=1.Cl[CH2:22][CH2:23][O:24][CH2:25][C:26]([NH2:28])=[O:27].C(=O)([O-])[O-].[Na+].[Na+].[I-].[K+].C. The yield is 0.796. The product is [Cl:1][C:2]1[CH:3]=[CH:4][C:5]([CH:8]([C:15]2[CH:16]=[CH:17][CH:18]=[CH:19][CH:20]=2)[N:9]2[CH2:10][CH2:11][N:12]([CH2:22][CH2:23][O:24][CH2:25][C:26]([NH2:28])=[O:27])[CH2:13][CH2:14]2)=[CH:6][CH:7]=1. The catalyst is C1(C)C=CC=CC=1. (3) The reactants are [OH:1][C:2]1[C:9]([CH3:10])=[CH:8][CH:7]=[CH:6][C:3]=1[CH:4]=[O:5].C(=O)([O-])[O-].[K+].[K+].[CH2:17](Br)[C:18]1[CH:23]=[CH:22][CH:21]=[CH:20][CH:19]=1.O. The catalyst is CN(C)C=O. The product is [CH2:17]([O:1][C:2]1[C:9]([CH3:10])=[CH:8][CH:7]=[CH:6][C:3]=1[CH:4]=[O:5])[C:18]1[CH:23]=[CH:22][CH:21]=[CH:20][CH:19]=1. The yield is 1.00. (4) The reactants are C[Si](I)(C)C.[CH3:6][C@H:7]1[C@:24](O)([C:25]([CH2:27][OH:28])=[O:26])[C@:23]2([CH3:30])[C@H:9]([C@H:10]3[C@:20]([F:32])([C@@H:21]([OH:31])[CH2:22]2)[C@:19]2([CH3:33])[C:13](=[CH:14][C:15]([CH:17]=[CH:18]2)=[O:16])[C@@H:12]([F:34])[CH2:11]3)[CH2:8]1. The catalyst is C(#N)C. The product is [CH3:6][C@H:7]1[C@H:24]([C:25]([CH2:27][OH:28])=[O:26])[C@:23]2([CH3:30])[C@H:9]([C@H:10]3[C@:20]([F:32])([C@@H:21]([OH:31])[CH2:22]2)[C@:19]2([CH3:33])[C:13](=[CH:14][C:15]([CH:17]=[CH:18]2)=[O:16])[C@@H:12]([F:34])[CH2:11]3)[CH2:8]1. The yield is 0.930. (5) The reactants are [C:1]([C:5]1[O:9][N:8]=[C:7]([NH:10][C:11]([NH:13][C:14]2[CH:19]=[CH:18][CH:17]=[C:16]([O:20][C:21]3[C:30]4[C:25](=[CH:26][C:27]([O:33][CH2:34][CH2:35][O:36][CH3:37])=[C:28]([O:31][CH3:32])[CH:29]=4)[N:24]=[CH:23][N:22]=3)[CH:15]=2)=[O:12])[CH:6]=1)([CH3:4])([CH3:3])[CH3:2].[ClH:38].CCOCC. The catalyst is C(Cl)Cl.CO. The product is [ClH:38].[C:1]([C:5]1[O:9][N:8]=[C:7]([NH:10][C:11]([NH:13][C:14]2[CH:19]=[CH:18][CH:17]=[C:16]([O:20][C:21]3[C:30]4[C:25](=[CH:26][C:27]([O:33][CH2:34][CH2:35][O:36][CH3:37])=[C:28]([O:31][CH3:32])[CH:29]=4)[N:24]=[CH:23][N:22]=3)[CH:15]=2)=[O:12])[CH:6]=1)([CH3:4])([CH3:2])[CH3:3]. The yield is 0.963. (6) The reactants are [Cl:1][C:2]1[CH:3]=[C:4]2[C:8](=[C:9]([CH:11]=C)[CH:10]=1)[N:7]([CH2:13][O:14][CH2:15][CH2:16][Si:17]([CH3:20])([CH3:19])[CH3:18])[CH:6]=[C:5]2[C:21]#[N:22].C[N+]1([O-])CC[O:27]CC1.C1COCC1.I([O-])(=O)(=O)=O.[Na+]. The catalyst is CC(C)=O.O.[Os](=O)(=O)(=O)=O. The product is [Cl:1][C:2]1[CH:3]=[C:4]2[C:8](=[C:9]([CH:11]=[O:27])[CH:10]=1)[N:7]([CH2:13][O:14][CH2:15][CH2:16][Si:17]([CH3:20])([CH3:19])[CH3:18])[CH:6]=[C:5]2[C:21]#[N:22]. The yield is 0.800.